Dataset: Catalyst prediction with 721,799 reactions and 888 catalyst types from USPTO. Task: Predict which catalyst facilitates the given reaction. (1) Reactant: C([CH:3]([CH:7]=[CH:8][C:9]1[CH:14]=[CH:13][CH:12]=[C:11]([O:15][CH2:16][C:17]2[C:22]([CH3:23])=[CH:21][CH:20]=[CH:19][C:18]=2[CH3:24])[CH:10]=1)[C:4]([OH:6])=[O:5])C.[OH-].[Na+]. Product: [CH3:23][C:22]1[CH:21]=[CH:20][CH:19]=[C:18]([CH3:24])[C:17]=1[CH2:16][O:15][C:11]1[CH:10]=[C:9]([CH:8]=[CH:7][CH2:3][C:4]([OH:6])=[O:5])[CH:14]=[CH:13][CH:12]=1. The catalyst class is: 8. (2) Reactant: [CH3:1][C:2]1[CH:7]=[CH:6][CH:5]=[C:4]([CH3:8])[C:3]=1[OH:9].[H-].[Na+].FC(F)(F)S(O[C:18]1[C:27]2[C:26](=[O:28])[N:25]([CH2:29][C:30]3[CH:35]=[CH:34][C:33]([O:36][CH3:37])=[CH:32][CH:31]=3)[C:24](=[O:38])[N:23]([C:39]3[CH:44]=[CH:43][C:42]([I:45])=[CH:41][C:40]=3[F:46])[C:22]=2[N:21]([CH3:47])[C:20](=[O:48])[CH:19]=1)(=O)=O. Product: [CH3:1][C:2]1[CH:7]=[CH:6][CH:5]=[C:4]([CH3:8])[C:3]=1[O:9][C:18]1[C:27]2[C:26](=[O:28])[N:25]([CH2:29][C:30]3[CH:31]=[CH:32][C:33]([O:36][CH3:37])=[CH:34][CH:35]=3)[C:24](=[O:38])[N:23]([C:39]3[CH:44]=[CH:43][C:42]([I:45])=[CH:41][C:40]=3[F:46])[C:22]=2[N:21]([CH3:47])[C:20](=[O:48])[CH:19]=1. The catalyst class is: 7. (3) Reactant: [CH:1]1([C:7]2([OH:26])[CH2:14][CH:13]3[CH:9]([CH2:10][CH:11]([NH:15][CH2:16][C:17]([N:19]4[CH2:23][CH2:22][CH2:21][CH:20]4[C:24]#[N:25])=[O:18])[CH2:12]3)[CH2:8]2)[CH2:6][CH2:5][CH2:4][CH2:3][CH2:2]1.[ClH:27]. Product: [ClH:27].[CH:1]1([C:7]2([OH:26])[CH2:14][CH:13]3[CH:9]([CH2:10][CH:11]([NH:15][CH2:16][C:17]([N:19]4[CH2:23][CH2:22][CH2:21][CH:20]4[C:24]#[N:25])=[O:18])[CH2:12]3)[CH2:8]2)[CH2:6][CH2:5][CH2:4][CH2:3][CH2:2]1. The catalyst class is: 28. (4) Reactant: [Br:1][C:2]1[CH:3]=[C:4]([CH:7]=[CH:8][C:9]=1[F:10])[CH:5]=[O:6].[C:11]1(C)C=CC(S(O)(=O)=O)=CC=1.[C:22](=[O:25])([O-])O.[Na+]. Product: [Br:1][C:2]1[CH:3]=[C:4]([CH:5]([O:25][CH3:22])[O:6][CH3:11])[CH:7]=[CH:8][C:9]=1[F:10]. The catalyst class is: 24. (5) Reactant: [C:1]1([C:7]2[CH:8]=[CH:9][C:10]([C:19](OCC)=[O:20])=[N:11][C:12]=2[C:13]2[CH:18]=[CH:17][CH:16]=[CH:15][CH:14]=2)[CH:6]=[CH:5][CH:4]=[CH:3][CH:2]=1.CC(C[AlH]CC(C)C)C. Product: [C:1]1([C:7]2[CH:8]=[CH:9][C:10]([CH:19]=[O:20])=[N:11][C:12]=2[C:13]2[CH:14]=[CH:15][CH:16]=[CH:17][CH:18]=2)[CH:2]=[CH:3][CH:4]=[CH:5][CH:6]=1. The catalyst class is: 2. (6) Reactant: [CH3:1][C:2]1[CH:7]=[CH:6][C:5]([C:8]2[CH:13]=[CH:12][C:11]([C:14]([OH:16])=[O:15])=[CH:10][CH:9]=2)=[CH:4][CH:3]=1.C(Cl)(=O)C(Cl)=O.O[C:24]1[CH:65]=[CH:64][C:27]([CH2:28][N:29]([CH2:56][C:57]([O:59]C(C)(C)C)=[O:58])[C:30](=[O:55])[C:31]2[CH:36]=[CH:35][C:34]([NH:37][C:38](=[O:52])[CH2:39][C:40]3[CH:45]=[CH:44][C:43]([O:46][CH3:47])=[CH:42][C:41]=3[C:48]([F:51])([F:50])[F:49])=[CH:33][C:32]=2[O:53][CH3:54])=[CH:26][CH:25]=1.C(O)(C(F)(F)F)=O. Product: [CH3:54][O:53][C:32]1[CH:33]=[C:34]([NH:37][C:38](=[O:52])[CH2:39][C:40]2[CH:45]=[CH:44][C:43]([O:46][CH3:47])=[CH:42][C:41]=2[C:48]([F:50])([F:51])[F:49])[CH:35]=[CH:36][C:31]=1[C:30]([N:29]([CH2:56][C:57]([OH:59])=[O:58])[CH2:28][C:27]1[CH:64]=[CH:65][C:24]([O:15][C:14]([C:11]2[CH:12]=[CH:13][C:8]([C:5]3[CH:6]=[CH:7][C:2]([CH3:1])=[CH:3][CH:4]=3)=[CH:9][CH:10]=2)=[O:16])=[CH:25][CH:26]=1)=[O:55]. The catalyst class is: 59. (7) Reactant: [F:1][C:2]1[CH:7]=[C:6]([I:8])[CH:5]=[CH:4][C:3]=1[NH:9][C:10]1[C:11]([C:18]([OH:20])=O)=[N:12][N:13]([CH3:17])[C:14](=[O:16])[CH:15]=1.ON1C2C=CC=CC=2N=N1.Cl.CN(C)CCCN=C=NCC.[OH:43][C:44]1([C@@H:48]([NH:50][C:51](=[O:57])[O:52][C:53]([CH3:56])([CH3:55])[CH3:54])[CH3:49])[CH2:47][NH:46][CH2:45]1. Product: [F:1][C:2]1[CH:7]=[C:6]([I:8])[CH:5]=[CH:4][C:3]=1[NH:9][C:10]1[C:11]([C:18]([N:46]2[CH2:47][C:44]([C@@H:48]([NH:50][C:51](=[O:57])[O:52][C:53]([CH3:56])([CH3:55])[CH3:54])[CH3:49])([OH:43])[CH2:45]2)=[O:20])=[N:12][N:13]([CH3:17])[C:14](=[O:16])[CH:15]=1. The catalyst class is: 338. (8) Reactant: [H-].[Na+].[CH3:3][O:4][CH2:5][CH2:6][OH:7].[CH2:8]([O:10][C:11](=[O:31])[N:12]([C:20]1[CH:25]=[C:24](Cl)[N:23]=[C:22]([NH2:27])[C:21]=1[N+:28]([O-:30])=[O:29])[CH2:13][C:14]1[CH:19]=[CH:18][CH:17]=[CH:16][CH:15]=1)[CH3:9]. Product: [CH2:8]([O:10][C:11](=[O:31])[N:12]([C:20]1[CH:25]=[C:24]([O:7][CH2:6][CH2:5][O:4][CH3:3])[N:23]=[C:22]([NH2:27])[C:21]=1[N+:28]([O-:30])=[O:29])[CH2:13][C:14]1[CH:19]=[CH:18][CH:17]=[CH:16][CH:15]=1)[CH3:9]. The catalyst class is: 1. (9) Product: [C:14]([N:11]1[CH2:10][CH2:9][N:8]([C:4]2[CH:3]=[C:2]([NH:1][C:29]3[CH:34]=[CH:33][CH:32]=[CH:31][CH:30]=3)[CH:7]=[CH:6][CH:5]=2)[CH2:13][CH2:12]1)(=[O:15])[C:16]1[CH:17]=[CH:18][CH:19]=[CH:20][CH:21]=1. The catalyst class is: 221. Reactant: [NH2:1][C:2]1[CH:3]=[C:4]([N:8]2[CH2:13][CH2:12][N:11]([C:14]([C:16]3[CH:21]=[CH:20][CH:19]=[CH:18][CH:17]=3)=[O:15])[CH2:10][CH2:9]2)[CH:5]=[CH:6][CH:7]=1.C(N(CC)CC)C.[C:29]1(B(O)O)[CH:34]=[CH:33][CH:32]=[CH:31][CH:30]=1. (10) Reactant: [O:1]=[C:2]([C:6]1[CH:11]=[CH:10][CH:9]=[CH:8][CH:7]=1)[C:3]([OH:5])=O.Cl.CN(C)CCCN=C=NCC.[O:24]1[CH2:29][CH2:28][CH2:27][CH2:26][CH:25]1[N:30]1[C:38]2[C:33](=[CH:34][C:35]([C:39]3[N:43]=[CH:42][N:41]([C:44]([C:57]4[CH:62]=[CH:61][CH:60]=[CH:59][CH:58]=4)([C:51]4[CH:56]=[CH:55][CH:54]=[CH:53][CH:52]=4)[C:45]4[CH:50]=[CH:49][CH:48]=[CH:47][CH:46]=4)[N:40]=3)=[CH:36][CH:37]=2)[C:32]([C:63]2[CH:64]=[C:65]([NH2:69])[CH:66]=[CH:67][CH:68]=2)=[N:31]1. Product: [O:1]=[C:2]([C:6]1[CH:11]=[CH:10][CH:9]=[CH:8][CH:7]=1)[C:3]([NH:69][C:65]1[CH:66]=[CH:67][CH:68]=[C:63]([C:32]2[C:33]3[C:38](=[CH:37][CH:36]=[C:35]([C:39]4[N:43]=[CH:42][N:41]([C:44]([C:45]5[CH:46]=[CH:47][CH:48]=[CH:49][CH:50]=5)([C:51]5[CH:56]=[CH:55][CH:54]=[CH:53][CH:52]=5)[C:57]5[CH:62]=[CH:61][CH:60]=[CH:59][CH:58]=5)[N:40]=4)[CH:34]=3)[N:30]([CH:25]3[CH2:26][CH2:27][CH2:28][CH2:29][O:24]3)[N:31]=2)[CH:64]=1)=[O:5]. The catalyst class is: 4.